Task: Predict the product of the given reaction.. Dataset: Forward reaction prediction with 1.9M reactions from USPTO patents (1976-2016) Given the reactants [F:1][C:2]1[CH:3]=[C:4]([NH:26][C:27]([NH:29][C:30](=[O:38])[CH2:31][C:32]2[CH:37]=[CH:36][CH:35]=[CH:34][CH:33]=2)=[S:28])[CH:5]=[CH:6][C:7]=1[O:8][C:9]1[CH:14]=[CH:13][N:12]=[C:11]2[CH:15]=[C:16]([C:18]([N:20]3[CH2:25][CH2:24][CH2:23][CH2:22][CH2:21]3)=[O:19])[S:17][C:10]=12.[Cl:39]CCl.Cl.CCOCC, predict the reaction product. The product is: [ClH:39].[F:1][C:2]1[CH:3]=[C:4]([NH:26][C:27]([NH:29][C:30](=[O:38])[CH2:31][C:32]2[CH:33]=[CH:34][CH:35]=[CH:36][CH:37]=2)=[S:28])[CH:5]=[CH:6][C:7]=1[O:8][C:9]1[CH:14]=[CH:13][N:12]=[C:11]2[CH:15]=[C:16]([C:18]([N:20]3[CH2:25][CH2:24][CH2:23][CH2:22][CH2:21]3)=[O:19])[S:17][C:10]=12.